Dataset: Forward reaction prediction with 1.9M reactions from USPTO patents (1976-2016). Task: Predict the product of the given reaction. (1) Given the reactants Cl.[CH3:2][C:3]1[CH:4]=[C:5]([O:18][S:19]([C:22]2[CH:27]=[CH:26][CH:25]=[CH:24][C:23]=2[S:28]([N:31]([CH3:42])[C:32]2[CH:37]=[CH:36][C:35]([C:38]([O:40]C)=[O:39])=[CH:34][CH:33]=2)(=[O:30])=[O:29])(=[O:21])=[O:20])[CH:6]=[C:7]([CH:17]=1)[O:8][CH2:9][CH2:10][CH2:11][O:12][NH:13][C:14]([NH2:16])=[NH:15].C(C(=CC1C=CC(O)=CC=1)C(O)=O)#N, predict the reaction product. The product is: [CH3:2][C:3]1[CH:4]=[C:5]([O:18][S:19]([C:22]2[CH:27]=[CH:26][CH:25]=[CH:24][C:23]=2[S:28]([N:31]([CH3:42])[C:32]2[CH:33]=[CH:34][C:35]([C:38]([OH:40])=[O:39])=[CH:36][CH:37]=2)(=[O:29])=[O:30])(=[O:20])=[O:21])[CH:6]=[C:7]([CH:17]=1)[O:8][CH2:9][CH2:10][CH2:11][O:12][NH:13][C:14]([NH2:16])=[NH:15]. (2) Given the reactants [CH3:1][O:2][C:3]1[CH:8]=[CH:7][C:6]([S:9]([N:12]2[C:20]3[CH:19]=[CH:18][CH:17]=[C:16]([C:21]#[N:22])[C:15]=3[CH:14]=[CH:13]2)(=[O:11])=[O:10])=[CH:5][C:4]=1[N:23]1[CH2:28][CH2:27][N:26](C(=O)C(Cl)(Cl)Cl)[CH2:25][CH2:24]1.[OH-].[K+], predict the reaction product. The product is: [CH3:1][O:2][C:3]1[CH:8]=[CH:7][C:6]([S:9]([N:12]2[C:20]3[CH:19]=[CH:18][CH:17]=[C:16]([C:21]#[N:22])[C:15]=3[CH:14]=[CH:13]2)(=[O:10])=[O:11])=[CH:5][C:4]=1[N:23]1[CH2:28][CH2:27][NH:26][CH2:25][CH2:24]1.